From a dataset of Catalyst prediction with 721,799 reactions and 888 catalyst types from USPTO. Predict which catalyst facilitates the given reaction. (1) Reactant: [O:1]1[C:7]2[CH:8]=[C:9]([C:12]([O:14][CH3:15])=[O:13])[CH:10]=[CH:11][C:6]=2[CH2:5][NH:4][CH2:3][CH2:2]1.[C:16]1(=O)[CH2:21][CH2:20][CH2:19][CH2:18][CH2:17]1.[BH-](OC(C)=O)(OC(C)=O)OC(C)=O.[Na+]. Product: [CH:16]1([N:4]2[CH2:5][C:6]3[CH:11]=[CH:10][C:9]([C:12]([O:14][CH3:15])=[O:13])=[CH:8][C:7]=3[O:1][CH2:2][CH2:3]2)[CH2:21][CH2:20][CH2:19][CH2:18][CH2:17]1. The catalyst class is: 2. (2) Reactant: [CH3:1][NH2:2].[C:3]1([CH:9]([C:11]2[N:12]=[C:13](OS(C(F)(F)F)(=O)=O)[C:14]3[CH2:20][CH2:19][N:18]([C:21]([O:23][C:24]([CH3:27])([CH3:26])[CH3:25])=[O:22])[CH2:17][CH2:16][C:15]=3[N:28]=2)[CH3:10])[CH:8]=[CH:7][CH:6]=[CH:5][CH:4]=1. Product: [CH3:1][NH:2][C:13]1[C:14]2[CH2:20][CH2:19][N:18]([C:21]([O:23][C:24]([CH3:27])([CH3:26])[CH3:25])=[O:22])[CH2:17][CH2:16][C:15]=2[N:28]=[C:11]([CH:9]([C:3]2[CH:8]=[CH:7][CH:6]=[CH:5][CH:4]=2)[CH3:10])[N:12]=1. The catalyst class is: 23. (3) Reactant: [C:1]1([S:7]([N:10]2[C:14]3=[N:15][CH:16]=[C:17]([Cl:19])[CH:18]=[C:13]3[C:12]([CH2:20][C:21]3[CH:22]=[N:23][C:24](S(C)(=O)=O)=[N:25][CH:26]=3)=[CH:11]2)(=[O:9])=[O:8])[CH:6]=[CH:5][CH:4]=[CH:3][CH:2]=1.[CH3:31][CH:32]1[CH2:37][CH2:36][CH:35]([NH2:38])[CH2:34][CH2:33]1.O. Product: [C:1]1([S:7]([N:10]2[C:14]3=[N:15][CH:16]=[C:17]([Cl:19])[CH:18]=[C:13]3[C:12]([CH2:20][C:21]3[CH:22]=[N:23][C:24]([NH:38][CH:35]4[CH2:36][CH2:37][CH:32]([CH3:31])[CH2:33][CH2:34]4)=[N:25][CH:26]=3)=[CH:11]2)(=[O:9])=[O:8])[CH:6]=[CH:5][CH:4]=[CH:3][CH:2]=1. The catalyst class is: 60. (4) Reactant: C([O:8][C:9]1[CH:10]=[C:11]([O:30][CH3:31])[C:12]2[N:17]=[N:16][C:15]3=[C:18]([CH3:28])[N:19]=[C:20]([C:21]4[CH:26]=[CH:25][N:24]=[CH:23][C:22]=4[CH3:27])[N:14]3[C:13]=2[CH:29]=1)C1C=CC=CC=1.C1COCC1.C([O-])=O.[NH4+]. Product: [CH3:31][O:30][C:11]1[C:12]2[N:17]=[N:16][C:15]3=[C:18]([CH3:28])[N:19]=[C:20]([C:21]4[CH:26]=[CH:25][N:24]=[CH:23][C:22]=4[CH3:27])[N:14]3[C:13]=2[CH:29]=[C:9]([OH:8])[CH:10]=1. The catalyst class is: 43.